This data is from Experimentally validated miRNA-target interactions with 360,000+ pairs, plus equal number of negative samples. The task is: Binary Classification. Given a miRNA mature sequence and a target amino acid sequence, predict their likelihood of interaction. The protein sequence of the target gene is MALPRLTGALRSFSNVTKQDNYNEEVADLKIKRSKLHEQVLDLGLTWKKIIKFLNEKLEKSKMQSINEDLKDILHAAKQIVGTDNGREAIESGAAFLFMTFHLKDSVGHKETKAIKQMFGPFPSSSATAACNATNRIISHFSQDDLTALVQMTEKEHGDRVFFGKNLAFSFDMHDLDHFDELPINGETQKTISLDYKKFLNEHLQEACTPELKPVEKTNGSFLWCEVEKYLNSTLKEMTEVPRVEDLCCTLYDMLASIKSGDELQDELFELLGPEGLELIEKLLQNRITIVDRFLNSSND.... The miRNA is hsa-miR-98-5p with sequence UGAGGUAGUAAGUUGUAUUGUU. Result: 1 (interaction).